From a dataset of Reaction yield outcomes from USPTO patents with 853,638 reactions. Predict the reaction yield, written as a fraction of the theoretical maximum amount of product (1.0 means a 100% yield; for example, 0.34 means a 34% yield). (1) The reactants are Cl.Cl.Cl.[F:4][CH2:5][CH2:6][C:7]1([N:11]2[CH:15]=[C:14]([C:16]3[N:21]4[CH:22]=[CH:23][N:24]=[C:20]4[CH:19]=[C:18]([C:25]4[CH:26]=[N:27][N:28]([CH3:30])[CH:29]=4)[N:17]=3)[CH:13]=[N:12]2)[CH2:10][NH:9][CH2:8]1.C(N(C(C)C)C(C)C)C.FC(F)(F)S(O[CH2:46][C:47]([F:50])([F:49])[F:48])(=O)=O. The catalyst is C(Cl)Cl. The product is [F:4][CH2:5][CH2:6][C:7]1([N:11]2[CH:15]=[C:14]([C:16]3[N:21]4[CH:22]=[CH:23][N:24]=[C:20]4[CH:19]=[C:18]([C:25]4[CH:26]=[N:27][N:28]([CH3:30])[CH:29]=4)[N:17]=3)[CH:13]=[N:12]2)[CH2:8][N:9]([CH2:46][C:47]([F:50])([F:49])[F:48])[CH2:10]1. The yield is 0.280. (2) The reactants are [CH3:1][C:2]1[C:14]2[C:13]3[CH:12]=[CH:11][CH:10]=[CH:9][C:8]=3[N:7]=[C:6]([OH:15])[C:5]=2[NH:4][CH:3]=1.C([O-])([O-])=O.[Cs+].[Cs+].[CH2:22](Br)[CH:23]=[CH2:24]. The catalyst is C1COCC1.CN1C(=O)CCC1. The product is [CH2:24]([N:4]1[C:5]2[C:6]([OH:15])=[N:7][C:8]3[CH:9]=[CH:10][CH:11]=[CH:12][C:13]=3[C:14]=2[C:2]([CH3:1])=[CH:3]1)[CH:23]=[CH2:22]. The yield is 0.540. (3) The reactants are C1(P(C2C=CC=CC=2)C2C=CC=CC=2)C=CC=CC=1.CC(OC(/N=N/C(OC(C)C)=O)=O)C.[CH2:34](O)/[CH:35]=[CH:36]/[CH2:37][CH2:38]/[CH:39]=[CH:40]\[CH2:41]/[CH:42]=[CH:43]\[CH2:44]/[CH:45]=[CH:46]\[CH2:47]/[CH:48]=[CH:49]\[CH2:50][CH3:51].[C:53]([OH:56])(=[S:55])[CH3:54].CC1C(O)=C(C)C2CC[C@](CCC[C@@H](CCC[C@@H](CCCC(C)C)C)C)(C)OC=2C=1C. The catalyst is C1COCC1. The product is [C:53](=[O:56])([S:55][CH2:34]/[CH:35]=[CH:36]/[CH2:37][CH2:38]/[CH:39]=[CH:40]\[CH2:41]/[CH:42]=[CH:43]\[CH2:44]/[CH:45]=[CH:46]\[CH2:47]/[CH:48]=[CH:49]\[CH2:50][CH3:51])[CH3:54]. The yield is 0.680.